From a dataset of Catalyst prediction with 721,799 reactions and 888 catalyst types from USPTO. Predict which catalyst facilitates the given reaction. Reactant: C(OC([N:8]1[CH2:13][CH2:12][CH:11]([NH:14][C:15]2[C:20]([C:21]#[N:22])=[CH:19][CH:18]=[CH:17][N:16]=2)[CH2:10][CH2:9]1)=O)(C)(C)C.FC(F)(F)C(O)=O. Product: [NH:8]1[CH2:9][CH2:10][CH:11]([NH:14][C:15]2[N:16]=[CH:17][CH:18]=[CH:19][C:20]=2[C:21]#[N:22])[CH2:12][CH2:13]1. The catalyst class is: 4.